Predict which catalyst facilitates the given reaction. From a dataset of Catalyst prediction with 721,799 reactions and 888 catalyst types from USPTO. (1) Reactant: [CH2:1]([O:3][C:4](=[O:32])[CH:5]([C:10]1[CH:11]=[C:12]([C:22]2[CH:27]=[CH:26][C:25]([C:28]([F:31])([F:30])[F:29])=[CH:24][CH:23]=2)[CH:13]=[C:14]([CH:16]2[CH2:21][CH2:20][CH2:19][NH:18][CH2:17]2)[CH:15]=1)[CH2:6][CH:7]([CH3:9])[CH3:8])[CH3:2].C(N([CH:39]([CH3:41])[CH3:40])CC)(C)C. Product: [CH2:1]([O:3][C:4](=[O:32])[CH:5]([C:10]1[CH:11]=[C:12]([C:22]2[CH:23]=[CH:24][C:25]([C:28]([F:29])([F:30])[F:31])=[CH:26][CH:27]=2)[CH:13]=[C:14]([CH:16]2[CH2:21][CH2:20][CH2:19][N:18]([CH:5]([C:40]3[CH:39]=[CH:41][CH:8]=[CH:7][CH:6]=3)[C:10]3[CH:11]=[CH:12][CH:13]=[CH:14][CH:15]=3)[CH2:17]2)[CH:15]=1)[CH2:6][CH:7]([CH3:9])[CH3:8])[CH3:2]. The catalyst class is: 210. (2) Product: [F:1][C:2]1[CH:3]=[CH:4][C:5]([OH:30])=[C:6]([C:8]([CH3:28])([CH3:29])[CH2:9][C:10]([C:24]([F:25])([F:26])[F:27])([OH:23])[CH2:11][NH:12][C:13]2[C:21]3[S:20][C:19]([CH3:22])=[N:18][C:17]=3[CH:16]=[CH:15][CH:14]=2)[CH:7]=1. The catalyst class is: 2. Reactant: [F:1][C:2]1[CH:3]=[CH:4][C:5]([O:30]C)=[C:6]([C:8]([CH3:29])([CH3:28])[CH2:9][C:10]([C:24]([F:27])([F:26])[F:25])([OH:23])[CH2:11][NH:12][C:13]2[C:21]3[S:20][C:19]([CH3:22])=[N:18][C:17]=3[CH:16]=[CH:15][CH:14]=2)[CH:7]=1.B(Br)(Br)Br.C(Cl)Cl.CCCCCC.C(OCC)(=O)C. (3) Reactant: CO[C:3]1[CH:8]=[CH:7][C:6]([NH:9][S:10]([C:13]2[CH:18]=[CH:17][C:16]([N+:19]([O-:21])=[O:20])=[CH:15][CH:14]=2)(=[O:12])=[O:11])=[CH:5][CH:4]=1.C([Li])CCC.[Br:27][C:28]1[CH:29]=[CH:30][C:31]2[N:32]([CH2:42][CH:43]3[CH2:45][O:44]3)[C:33]3[C:38]([C:39]=2[CH:40]=1)=[CH:37][C:36]([Br:41])=[CH:35][CH:34]=3.C[CH2:47][O:48]C(C)=O. Product: [Br:27][C:28]1[CH:29]=[CH:30][C:31]2[N:32]([CH2:42][CH:43]([OH:44])[CH2:45][N:9]([C:6]3[CH:5]=[CH:4][CH:3]=[C:8]([O:48][CH3:47])[CH:7]=3)[S:10]([C:13]3[CH:14]=[CH:15][C:16]([N+:19]([O-:21])=[O:20])=[CH:17][CH:18]=3)(=[O:11])=[O:12])[C:33]3[C:38]([C:39]=2[CH:40]=1)=[CH:37][C:36]([Br:41])=[CH:35][CH:34]=3. The catalyst class is: 11. (4) Reactant: C([O:5][C:6](=[O:33])[C:7]1[CH:12]=[CH:11][C:10]([CH2:13][N:14]2[CH:23]=[CH:22][C:21]3[C:16](=[CH:17][C:18]([C:24]#[C:25][CH2:26][N:27]4[CH:31]=[CH:30][N:29]=[N:28]4)=[N:19][CH:20]=3)[C:15]2=[O:32])=[CH:9][CH:8]=1)(C)(C)C. Product: [O:32]=[C:15]1[C:16]2[C:21](=[CH:20][N:19]=[C:18]([C:24]#[C:25][CH2:26][N:27]3[CH:31]=[CH:30][N:29]=[N:28]3)[CH:17]=2)[CH:22]=[CH:23][N:14]1[CH2:13][C:10]1[CH:9]=[CH:8][C:7]([C:6]([OH:33])=[O:5])=[CH:12][CH:11]=1. The catalyst class is: 55. (5) Reactant: [Br:1][C:2]1[C:3](Cl)=[N:4][CH:5]=[CH:6][CH:7]=1.[NH2:9][NH2:10]. Product: [Br:1][C:2]1[C:3]([NH:9][NH2:10])=[N:4][CH:5]=[CH:6][CH:7]=1. The catalyst class is: 17. (6) Reactant: [C:1]([C:5]1[CH:18]=[CH:17][C:8]([O:9][CH2:10][C@H:11]2[O:15][C:14]([NH2:16])=[N:13][CH2:12]2)=[CH:7][CH:6]=1)([CH3:4])([CH3:3])[CH3:2].[C:19](OCC)(=[O:22])[C:20]#[CH:21]. Product: [C:1]([C:5]1[CH:18]=[CH:17][C:8]([O:9][CH2:10][C@H:11]2[O:15][C:14]3=[N:16][C:19](=[O:22])[CH:20]=[CH:21][N:13]3[CH2:12]2)=[CH:7][CH:6]=1)([CH3:4])([CH3:2])[CH3:3]. The catalyst class is: 8. (7) Reactant: C([N:4]1[C:8]2=[N:9][C:10]([O:13]C(=O)C)=[CH:11][CH:12]=[C:7]2[CH:6]=[CH:5]1)(=O)C.C(=O)([O-])[O-].[K+].[K+]. Product: [NH:4]1[C:8]2=[N:9][C:10]([OH:13])=[CH:11][CH:12]=[C:7]2[CH:6]=[CH:5]1. The catalyst class is: 24.